This data is from Reaction yield outcomes from USPTO patents with 853,638 reactions. The task is: Predict the reaction yield, written as a fraction of the theoretical maximum amount of product (1.0 means a 100% yield; for example, 0.34 means a 34% yield). (1) The reactants are [Cl:1][C:2]1[CH:3]=[C:4]([NH:11][C:12](=[O:17])[CH2:13][C:14](=O)[CH3:15])[CH:5]=[C:6]2[C:10]=1[NH:9][N:8]=[CH:7]2.[CH:18]1[C:27]2[C:22](=[CH:23][CH:24]=[CH:25][CH:26]=2)[CH:21]=[CH:20][C:19]=1[CH:28]=O.[NH2:30][C:31]([NH2:33])=[O:32].[O-]S(C(F)(F)F)(=O)=O.[Yb+3].[O-]S(C(F)(F)F)(=O)=O.[O-]S(C(F)(F)F)(=O)=O. The catalyst is O. The product is [Cl:1][C:2]1[CH:3]=[C:4]([NH:11][C:12]([C:13]2[CH:28]([C:19]3[CH:20]=[CH:21][C:22]4[C:27](=[CH:26][CH:25]=[CH:24][CH:23]=4)[CH:18]=3)[NH:30][C:31](=[O:32])[NH:33][C:14]=2[CH3:15])=[O:17])[CH:5]=[C:6]2[C:10]=1[NH:9][N:8]=[CH:7]2. The yield is 0.520. (2) The reactants are [F:1][C:2]1[C:8]([O:9]C)=[CH:7][CH:6]=[CH:5][C:3]=1[NH2:4].B(Br)(Br)Br. The catalyst is ClCCl. The product is [NH2:4][C:3]1[C:2]([F:1])=[C:8]([OH:9])[CH:7]=[CH:6][CH:5]=1. The yield is 1.00. (3) The reactants are Cl[C:2]1[C:7]([C:8]([F:11])([F:10])[F:9])=[CH:6][C:5]([N+:12]([O-:14])=[O:13])=[CH:4][N:3]=1.Cl.[CH3:16][NH:17][CH3:18].C(=O)([O-])[O-].[K+].[K+].O1CCOCCOCCOCCOCCOCC1. The catalyst is C(#N)C. The product is [CH3:16][N:17]([CH3:18])[C:2]1[C:7]([C:8]([F:11])([F:10])[F:9])=[CH:6][C:5]([N+:12]([O-:14])=[O:13])=[CH:4][N:3]=1. The yield is 0.840. (4) The reactants are [F:1][C:2]1[CH:7]=[CH:6][C:5]([F:8])=[CH:4][C:3]=1/[CH:9]=[CH:10]/[CH2:11][NH:12][CH:13]1[CH2:18][CH2:17][N:16]([CH2:19][CH2:20][N:21]2[C:26]3[CH:27]=[C:28]([C:31]#[N:32])[CH:29]=[CH:30][C:25]=3[O:24][CH2:23][C:22]2=[O:33])[CH2:15][CH2:14]1.[N+](=[CH:36][C:37]([O:39][CH2:40][CH3:41])=[O:38])=[N-]. The catalyst is ClCCl.C([O-])(=O)C.[Rh+2].C([O-])(=O)C. The product is [C:31]([C:28]1[CH:29]=[CH:30][C:25]2[O:24][CH2:23][C:22](=[O:33])[N:21]([CH2:20][CH2:19][N:16]3[CH2:17][CH2:18][CH:13]([N:12]([CH2:11]/[CH:10]=[CH:9]/[C:3]4[CH:4]=[C:5]([F:8])[CH:6]=[CH:7][C:2]=4[F:1])[CH2:36][C:37]([O:39][CH2:40][CH3:41])=[O:38])[CH2:14][CH2:15]3)[C:26]=2[CH:27]=1)#[N:32]. The yield is 0.0500. (5) The reactants are Cl[C:2]([O:4][CH2:5][C:6]1[CH:11]=[CH:10][CH:9]=[CH:8][CH:7]=1)=[O:3].[NH2:12][C@H:13]1[CH2:18][CH2:17][C@H:16]([C:19]([OH:21])=O)[CH2:15][CH2:14]1.C(=O)([O-])[O-].[Na+].[Na+].[OH-].[Na+].Cl.[CH3:31][NH:32][O:33][CH3:34].Cl.CN(C)CCCN=C=NCC.ON1C2C=CC=CC=2N=N1.C(N(CC)CC)C.[Cl-].[Na+]. The catalyst is O.C(Cl)(Cl)Cl.C(OCC)(=O)C. The product is [CH3:34][O:33][N:32]([CH3:31])[C:19]([C@H:16]1[CH2:17][CH2:18][C@H:13]([NH:12][C:2](=[O:3])[O:4][CH2:5][C:6]2[CH:11]=[CH:10][CH:9]=[CH:8][CH:7]=2)[CH2:14][CH2:15]1)=[O:21]. The yield is 0.260. (6) The reactants are [CH2:1]([O:8][C:9]([NH:11][C:12]1[C:13](=[O:45])[N:14]([CH2:18][C:19]([NH:21][CH:22]([C:31](=[O:44])[CH2:32][O:33][C:34](=[O:43])[C:35]2[C:40]([Cl:41])=[CH:39][CH:38]=[CH:37][C:36]=2[Cl:42])[CH2:23][C:24]([O:26]C(C)(C)C)=[O:25])=[O:20])[CH:15]=[CH:16][CH:17]=1)=[O:10])[C:2]1[CH:7]=[CH:6][CH:5]=[CH:4][CH:3]=1.FC(F)(F)C(O)=O. The catalyst is ClCCl. The product is [CH2:1]([O:8][C:9]([NH:11][C:12]1[C:13](=[O:45])[N:14]([CH2:18][C:19]([NH:21][CH:22]([C:31](=[O:44])[CH2:32][O:33][C:34](=[O:43])[C:35]2[C:40]([Cl:41])=[CH:39][CH:38]=[CH:37][C:36]=2[Cl:42])[CH2:23][C:24]([OH:26])=[O:25])=[O:20])[CH:15]=[CH:16][CH:17]=1)=[O:10])[C:2]1[CH:7]=[CH:6][CH:5]=[CH:4][CH:3]=1. The yield is 0.850.